This data is from NCI-60 drug combinations with 297,098 pairs across 59 cell lines. The task is: Regression. Given two drug SMILES strings and cell line genomic features, predict the synergy score measuring deviation from expected non-interaction effect. (1) Drug 1: C1CCC(C1)C(CC#N)N2C=C(C=N2)C3=C4C=CNC4=NC=N3. Drug 2: CC(C1=C(C=CC(=C1Cl)F)Cl)OC2=C(N=CC(=C2)C3=CN(N=C3)C4CCNCC4)N. Synergy scores: CSS=5.88, Synergy_ZIP=-0.453, Synergy_Bliss=0.865, Synergy_Loewe=0.0206, Synergy_HSA=0.891. Cell line: 786-0. (2) Drug 2: CCN(CC)CCCC(C)NC1=C2C=C(C=CC2=NC3=C1C=CC(=C3)Cl)OC. Drug 1: CC=C1C(=O)NC(C(=O)OC2CC(=O)NC(C(=O)NC(CSSCCC=C2)C(=O)N1)C(C)C)C(C)C. Cell line: HOP-62. Synergy scores: CSS=58.6, Synergy_ZIP=2.91, Synergy_Bliss=2.80, Synergy_Loewe=2.12, Synergy_HSA=6.02. (3) Drug 1: CC1=C2C(C(=O)C3(C(CC4C(C3C(C(C2(C)C)(CC1OC(=O)C(C(C5=CC=CC=C5)NC(=O)C6=CC=CC=C6)O)O)OC(=O)C7=CC=CC=C7)(CO4)OC(=O)C)O)C)OC(=O)C. Drug 2: CC1C(C(CC(O1)OC2CC(OC(C2O)C)OC3=CC4=CC5=C(C(=O)C(C(C5)C(C(=O)C(C(C)O)O)OC)OC6CC(C(C(O6)C)O)OC7CC(C(C(O7)C)O)OC8CC(C(C(O8)C)O)(C)O)C(=C4C(=C3C)O)O)O)O. Cell line: A549. Synergy scores: CSS=65.3, Synergy_ZIP=0.896, Synergy_Bliss=0.324, Synergy_Loewe=-2.79, Synergy_HSA=1.64. (4) Drug 1: C1C(C(OC1N2C=C(C(=O)NC2=O)F)CO)O. Drug 2: C1CN(CCN1C(=O)CCBr)C(=O)CCBr. Cell line: MALME-3M. Synergy scores: CSS=11.9, Synergy_ZIP=-4.76, Synergy_Bliss=-1.03, Synergy_Loewe=1.11, Synergy_HSA=1.44. (5) Drug 1: C1C(C(OC1N2C=NC3=C(N=C(N=C32)Cl)N)CO)O. Drug 2: C(CN)CNCCSP(=O)(O)O. Cell line: SF-539. Synergy scores: CSS=11.6, Synergy_ZIP=-7.73, Synergy_Bliss=-8.27, Synergy_Loewe=-19.1, Synergy_HSA=-7.32. (6) Drug 1: CCC1(CC2CC(C3=C(CCN(C2)C1)C4=CC=CC=C4N3)(C5=C(C=C6C(=C5)C78CCN9C7C(C=CC9)(C(C(C8N6C)(C(=O)OC)O)OC(=O)C)CC)OC)C(=O)OC)O.OS(=O)(=O)O. Drug 2: C1=CN(C=N1)CC(O)(P(=O)(O)O)P(=O)(O)O. Cell line: SW-620. Synergy scores: CSS=1.82, Synergy_ZIP=-1.26, Synergy_Bliss=-0.635, Synergy_Loewe=-0.0292, Synergy_HSA=-0.787. (7) Drug 1: COC1=C(C=C2C(=C1)N=CN=C2NC3=CC(=C(C=C3)F)Cl)OCCCN4CCOCC4. Drug 2: CCCCC(=O)OCC(=O)C1(CC(C2=C(C1)C(=C3C(=C2O)C(=O)C4=C(C3=O)C=CC=C4OC)O)OC5CC(C(C(O5)C)O)NC(=O)C(F)(F)F)O. Cell line: UACC62. Synergy scores: CSS=16.8, Synergy_ZIP=-5.70, Synergy_Bliss=-3.20, Synergy_Loewe=-1.57, Synergy_HSA=-1.69.